Dataset: CYP2C9 inhibition data for predicting drug metabolism from PubChem BioAssay. Task: Regression/Classification. Given a drug SMILES string, predict its absorption, distribution, metabolism, or excretion properties. Task type varies by dataset: regression for continuous measurements (e.g., permeability, clearance, half-life) or binary classification for categorical outcomes (e.g., BBB penetration, CYP inhibition). Dataset: cyp2c9_veith. The result is 1 (inhibitor). The molecule is C=CCNC(=O)c1onc(CSc2cc(C)cc(C)c2)c1C(=O)O.